Dataset: Catalyst prediction with 721,799 reactions and 888 catalyst types from USPTO. Task: Predict which catalyst facilitates the given reaction. (1) Reactant: [F:1][C:2]1[C:7]([O:8][CH3:9])=[CH:6][C:5]([O:10][CH3:11])=[C:4]([F:12])[C:3]=1[N:13]1[CH2:18][C:17]2[CH:19]=[N:20][C:21]3[NH:25][N:24]=[CH:23][C:22]=3[C:16]=2[N:15]([C:26]2[C:27]([F:36])=[C:28]([CH:33]=[CH:34][CH:35]=2)[C:29]([O:31]C)=[O:30])[C:14]1=[O:37].O.O.[OH-].[Li+].Cl. Product: [F:12][C:4]1[C:5]([O:10][CH3:11])=[CH:6][C:7]([O:8][CH3:9])=[C:2]([F:1])[C:3]=1[N:13]1[CH2:18][C:17]2[CH:19]=[N:20][C:21]3[NH:25][N:24]=[CH:23][C:22]=3[C:16]=2[N:15]([C:26]2[C:27]([F:36])=[C:28]([CH:33]=[CH:34][CH:35]=2)[C:29]([OH:31])=[O:30])[C:14]1=[O:37]. The catalyst class is: 7. (2) Reactant: [N:1]1([C:7]2[S:8][CH2:9][C:10](=[O:12])[N:11]=2)[CH2:6][CH2:5][S:4][CH2:3][CH2:2]1.[Cl:13][C:14](=[CH:17][C:18]1[CH:23]=[CH:22][CH:21]=[CH:20][CH:19]=1)[CH:15]=O.C([O-])(=O)C.[Na+].O. Product: [Cl:13][C:14](=[CH:17][C:18]1[CH:23]=[CH:22][CH:21]=[CH:20][CH:19]=1)[CH:15]=[C:9]1[S:8][C:7]([N:1]2[CH2:2][CH2:3][S:4][CH2:5][CH2:6]2)=[N:11][C:10]1=[O:12]. The catalyst class is: 15. (3) Reactant: [F:1][C:2]1[CH:9]=[CH:8][C:5]([CH2:6][NH2:7])=[CH:4][CH:3]=1.[OH:10][C:11]1[C:30](=[O:31])[N:15]2[CH2:16][CH2:17][CH2:18][CH2:19][CH:20]([NH:21][C@@H:22]([C:24]3[CH:29]=[CH:28][CH:27]=[CH:26][CH:25]=3)[CH3:23])[C:14]2=[N:13][C:12]=1[C:32](OC)=[O:33]. Product: [F:1][C:2]1[CH:9]=[CH:8][C:5]([CH2:6][NH:7][C:32]([C:12]2[N:13]=[C:14]3[CH:20]([NH:21][C@@H:22]([C:24]4[CH:25]=[CH:26][CH:27]=[CH:28][CH:29]=4)[CH3:23])[CH2:19][CH2:18][CH2:17][CH2:16][N:15]3[C:30](=[O:31])[C:11]=2[OH:10])=[O:33])=[CH:4][CH:3]=1.[F:1][C:2]1[CH:9]=[CH:8][C:5]([CH2:6][NH3+:7])=[CH:4][CH:3]=1. The catalyst class is: 5. (4) The catalyst class is: 6. Reactant: CN(C)[CH:3]=[O:4].P(Cl)(Cl)(Cl)=O.[CH2:11]([N:16]1[C:28]2[CH:27]=[CH:26][CH:25]=[CH:24][C:23]=2[C:22]2[C:17]1=[CH:18][CH:19]=[CH:20][CH:21]=2)[CH2:12][CH2:13][CH2:14][CH3:15]. Product: [CH2:11]([N:16]1[C:17]2[CH:18]=[CH:19][C:20]([CH:3]=[O:4])=[CH:21][C:22]=2[C:23]2[C:28]1=[CH:27][CH:26]=[CH:25][CH:24]=2)[CH2:12][CH2:13][CH2:14][CH3:15]. (5) Reactant: [CH3:1][N:2]1[CH2:15][CH2:14][C:5]2[NH:6][C:7]3[CH:8]=[CH:9][C:10]([CH3:13])=[CH:11][C:12]=3[C:4]=2[CH2:3]1.N1CCC[C@H]1C(O)=O.P([O-])([O-])([O-])=O.[K+].[K+].[K+].Br[CH:33]=[C:34]([C:36]1[CH:37]=[N:38][CH:39]=[CH:40][CH:41]=1)[CH3:35]. The catalyst class is: 122. Product: [CH3:1][N:2]1[CH2:15][CH2:14][C:5]2[N:6](/[CH:33]=[C:34](/[C:36]3[CH:37]=[N:38][CH:39]=[CH:40][CH:41]=3)\[CH3:35])[C:7]3[CH:8]=[CH:9][C:10]([CH3:13])=[CH:11][C:12]=3[C:4]=2[CH2:3]1.